This data is from Forward reaction prediction with 1.9M reactions from USPTO patents (1976-2016). The task is: Predict the product of the given reaction. (1) The product is: [CH3:52][O:51][C:49](=[O:50])[NH:48][CH:44]([C:95]([N:91]1[CH2:92][CH2:93][CH2:94][CH:90]1[C:87]1[NH:86][C:85]([C:78]2[CH:77]=[CH:76][C:75]3[C:74]4[C:82](=[CH:83][C:84]([C:33]5[NH:34][C:35]([CH:38]6[CH2:42][CH2:41][CH2:40][N:39]6[C:43](=[O:53])[CH:44]([NH:48][C:49]([O:51][CH3:52])=[O:50])[CH:45]([CH3:47])[CH3:46])=[N:36][CH:37]=5)=[CH:72][CH:73]=4)[CH2:81][C:80]=3[CH:79]=2)=[CH:89][N:88]=1)=[O:96])[CH:45]([CH3:47])[CH3:46]. Given the reactants COC(=O)NC(C(N1CCC(C2NC(C3C=CC(C4C=CC([C:33]5[NH:34][C:35]([CH:38]6[CH2:42][CH2:41][CH2:40][N:39]6[C:43](=[O:53])[CH:44]([NH:48][C:49]([O:51][CH3:52])=[O:50])[CH:45]([CH3:47])[CH3:46])=[N:36][CH:37]=5)=CC=4)=CC=3)=CN=2)C1)=O)C(C)C.C(OC(N1CCCC1C1NC([C:72]2[CH:84]=[CH:83][C:82]3[C:81]4[C:76](=[CH:77][C:78]([C:85]5[NH:86][C:87]([CH:90]6[CH2:94][CH2:93][CH2:92][N:91]6[C:95](OC(C)(C)C)=[O:96])=[N:88][CH:89]=5)=[CH:79][CH:80]=4)[CH2:75][C:74]=3[CH:73]=2)=CN=1)=O)(C)(C)C, predict the reaction product. (2) Given the reactants [CH2:1](Br)[CH:2]=[CH2:3].C(=O)([O-])[O-].[K+].[K+].[CH3:11][O:12][C:13](=[O:34])[C:14]1[CH:19]=[CH:18][C:17]([OH:20])=[C:16]([NH:21][S:22]([C:25]2[CH:30]=[C:29]([Cl:31])[CH:28]=[CH:27][C:26]=2[O:32][CH3:33])(=[O:24])=[O:23])[CH:15]=1.[CH3:35][C:36]([CH3:38])=O, predict the reaction product. The product is: [CH3:11][O:12][C:13](=[O:34])[C:14]1[CH:19]=[CH:18][C:17]([O:20][CH2:1][CH:2]=[CH2:3])=[C:16]([N:21]([CH2:38][CH:36]=[CH2:35])[S:22]([C:25]2[CH:30]=[C:29]([Cl:31])[CH:28]=[CH:27][C:26]=2[O:32][CH3:33])(=[O:23])=[O:24])[CH:15]=1.